This data is from Forward reaction prediction with 1.9M reactions from USPTO patents (1976-2016). The task is: Predict the product of the given reaction. (1) Given the reactants [Cl:1][C:2]1[CH:8]=[CH:7][C:5]([NH2:6])=[C:4](I)[CH:3]=1.[C:10]([C:12]1[CH:17]=[CH:16][CH:15]=[CH:14][C:13]=1[C:18]([F:21])([F:20])[F:19])#[CH:11].C(OCC)(=O)C, predict the reaction product. The product is: [Cl:1][C:2]1[CH:8]=[CH:7][C:5]([NH2:6])=[C:4]([C:11]#[C:10][C:12]2[CH:17]=[CH:16][CH:15]=[CH:14][C:13]=2[C:18]([F:19])([F:20])[F:21])[CH:3]=1. (2) The product is: [CH3:32][O:31][C:30]1[C:15]2[C:14]([N:11]3[CH2:10][CH2:9][NH:8][CH2:13][CH2:12]3)=[N:19][C:18]([C:20]3[CH:25]=[CH:24][N:23]=[C:22]([NH:41][C:39]4[CH:38]=[CH:37][CH:36]=[C:35]([C:34]([F:42])([F:33])[F:43])[N:40]=4)[CH:21]=3)=[N:17][C:16]=2[CH:27]=[N:28][CH:29]=1. Given the reactants C(OC([N:8]1[CH2:13][CH2:12][N:11]([C:14]2[C:15]3[C:30]([O:31][CH3:32])=[CH:29][N:28]=[CH:27][C:16]=3[N:17]=[C:18]([C:20]3[CH:25]=[CH:24][N:23]=[C:22](Cl)[CH:21]=3)[N:19]=2)[CH2:10][CH2:9]1)=O)(C)(C)C.[F:33][C:34]([F:43])([F:42])[C:35]1[N:40]=[C:39]([NH2:41])[CH:38]=[CH:37][CH:36]=1, predict the reaction product. (3) Given the reactants [CH2:1]([O:8][C:9]1[C:18]2[C:13](=[CH:14][CH:15]=[C:16]([F:19])[CH:17]=2)[N:12]=[C:11]([CH2:20]O)[C:10]=1[CH3:22])[C:2]1[CH:7]=[CH:6][CH:5]=[CH:4][CH:3]=1.S(Cl)([Cl:25])=O, predict the reaction product. The product is: [CH2:1]([O:8][C:9]1[C:18]2[C:13](=[CH:14][CH:15]=[C:16]([F:19])[CH:17]=2)[N:12]=[C:11]([CH2:20][Cl:25])[C:10]=1[CH3:22])[C:2]1[CH:7]=[CH:6][CH:5]=[CH:4][CH:3]=1. (4) Given the reactants [C:1]([O:5][C:6]([N:8]1[C:16]2[C:11](=[CH:12][C:13]([C:17]3[CH:18]=[N:19][CH:20]=[C:21]([O:23][CH:24]([CH2:35][N:36]=[N+]=[N-])[CH2:25][C:26]4[C:34]5[C:29](=[CH:30][CH:31]=[CH:32][CH:33]=5)[NH:28][CH:27]=4)[CH:22]=3)=[CH:14][CH:15]=2)[C:10]([CH3:39])=[N:9]1)=[O:7])([CH3:4])([CH3:3])[CH3:2], predict the reaction product. The product is: [C:1]([O:5][C:6]([N:8]1[C:16]2[C:11](=[CH:12][C:13]([C:17]3[CH:18]=[N:19][CH:20]=[C:21]([O:23][CH:24]([CH2:35][NH2:36])[CH2:25][C:26]4[C:34]5[C:29](=[CH:30][CH:31]=[CH:32][CH:33]=5)[NH:28][CH:27]=4)[CH:22]=3)=[CH:14][CH:15]=2)[C:10]([CH3:39])=[N:9]1)=[O:7])([CH3:2])([CH3:4])[CH3:3].